Dataset: Reaction yield outcomes from USPTO patents with 853,638 reactions. Task: Predict the reaction yield, written as a fraction of the theoretical maximum amount of product (1.0 means a 100% yield; for example, 0.34 means a 34% yield). The reactants are BrC1C=C[C:5](NCC(OC)=O)=[N:6]C=1.[Cl:14][C:15]1[CH:16]=[CH:17][CH:18]=[C:19]2[C:23]=1[N:22]([CH3:24])[CH:21]=[C:20]2[CH:25]=O.CN1C2C(=CC=CC=2)C(C)=C1C=O. No catalyst specified. The product is [Cl:14][C:15]1[CH:16]=[CH:17][CH:18]=[C:19]2[C:23]=1[N:22]([CH3:24])[CH:21]=[C:20]2[CH2:25][NH:6][CH3:5]. The yield is 0.930.